Dataset: Full USPTO retrosynthesis dataset with 1.9M reactions from patents (1976-2016). Task: Predict the reactants needed to synthesize the given product. (1) Given the product [CH:12]([O:15][C:16]1[CH:24]=[CH:23][C:22]([S:25]([CH3:28])(=[O:27])=[O:26])=[CH:21][C:17]=1[C:18]([N:7]1[CH2:6][CH2:5][C:4]2[C:9](=[CH:10][CH:11]=[C:2]([CH3:1])[CH:3]=2)[CH2:8]1)=[O:19])([CH3:14])[CH3:13], predict the reactants needed to synthesize it. The reactants are: [CH3:1][C:2]1[CH:3]=[C:4]2[C:9](=[CH:10][CH:11]=1)[CH2:8][NH:7][CH2:6][CH2:5]2.[CH:12]([O:15][C:16]1[CH:24]=[CH:23][C:22]([S:25]([CH3:28])(=[O:27])=[O:26])=[CH:21][C:17]=1[C:18](O)=[O:19])([CH3:14])[CH3:13]. (2) Given the product [OH:1][C:2]1[CH:11]=[C:10]2[C:5](=[CH:4][CH:3]=1)[CH:6]=[C:7]([CH:37]([CH3:36])[C:38]([O:33][C:29]([CH3:32])([CH3:31])[CH3:30])=[O:39])[CH:8]=[CH:9]2, predict the reactants needed to synthesize it. The reactants are: [OH:1][C:2]1[CH:11]=[C:10]2[C:5]([CH:6]=[CH:7][CH:8]=[C:9]2CC(O)=O)=[CH:4][CH:3]=1.FC(F)(F)C(OC(=O)C(F)(F)F)=O.[C:29]([OH:33])([CH3:32])([CH3:31])[CH3:30].[NH4+].[OH-].[CH2:36]1C[O:39][CH2:38][CH2:37]1. (3) Given the product [CH3:16][Si:15]([C:13]#[C:14][C:3]1([OH:7])[CH2:4][CH2:5][CH2:6][O:1][CH2:2]1)([CH3:18])[CH3:17], predict the reactants needed to synthesize it. The reactants are: [O:1]1[CH2:6][CH2:5][CH2:4][C:3](=[O:7])[CH2:2]1.[Li]CCCC.[C:13]([Si:15]([CH3:18])([CH3:17])[CH3:16])#[CH:14].